This data is from NCI-60 drug combinations with 297,098 pairs across 59 cell lines. The task is: Regression. Given two drug SMILES strings and cell line genomic features, predict the synergy score measuring deviation from expected non-interaction effect. (1) Drug 1: C1CC(=O)NC(=O)C1N2CC3=C(C2=O)C=CC=C3N. Drug 2: C1=NC2=C(N=C(N=C2N1C3C(C(C(O3)CO)O)F)Cl)N. Cell line: A498. Synergy scores: CSS=13.2, Synergy_ZIP=-1.28, Synergy_Bliss=-0.971, Synergy_Loewe=0.343, Synergy_HSA=0.352. (2) Drug 1: CCC1=CC2CC(C3=C(CN(C2)C1)C4=CC=CC=C4N3)(C5=C(C=C6C(=C5)C78CCN9C7C(C=CC9)(C(C(C8N6C)(C(=O)OC)O)OC(=O)C)CC)OC)C(=O)OC.C(C(C(=O)O)O)(C(=O)O)O. Drug 2: C1=NC2=C(N=C(N=C2N1C3C(C(C(O3)CO)O)O)F)N. Cell line: M14. Synergy scores: CSS=21.4, Synergy_ZIP=-1.28, Synergy_Bliss=2.16, Synergy_Loewe=-19.3, Synergy_HSA=3.09. (3) Cell line: SN12C. Synergy scores: CSS=-8.51, Synergy_ZIP=3.71, Synergy_Bliss=3.47, Synergy_Loewe=-5.28, Synergy_HSA=-5.33. Drug 1: CC12CCC3C(C1CCC2O)C(CC4=C3C=CC(=C4)O)CCCCCCCCCS(=O)CCCC(C(F)(F)F)(F)F. Drug 2: C(CN)CNCCSP(=O)(O)O.